This data is from TCR-epitope binding with 47,182 pairs between 192 epitopes and 23,139 TCRs. The task is: Binary Classification. Given a T-cell receptor sequence (or CDR3 region) and an epitope sequence, predict whether binding occurs between them. (1) The epitope is IVTDFSVIK. The TCR CDR3 sequence is CSATSRRGGREQYF. Result: 0 (the TCR does not bind to the epitope). (2) The epitope is ILHCANFNV. The TCR CDR3 sequence is CASSLDTYEAFF. Result: 1 (the TCR binds to the epitope). (3) Result: 0 (the TCR does not bind to the epitope). The TCR CDR3 sequence is CASSNRDRGNYEQFF. The epitope is RPPIFIRRL.